From a dataset of Catalyst prediction with 721,799 reactions and 888 catalyst types from USPTO. Predict which catalyst facilitates the given reaction. (1) Reactant: [CH3:1][S:2]([C:5]1[CH:6]=[C:7]([C:11]#[C:12][Si](C)(C)C)[CH:8]=[CH:9][CH:10]=1)(=[O:4])=[O:3].C([O-])([O-])=O.[K+].[K+]. Product: [C:11]([C:7]1[CH:8]=[CH:9][CH:10]=[C:5]([S:2]([CH3:1])(=[O:3])=[O:4])[CH:6]=1)#[CH:12]. The catalyst class is: 5. (2) Reactant: [CH2:1]([O:4][CH:5]1[CH2:20][CH:9]2[CH2:10][O:11][C:12]3[C:17]([C:8]2([S:21]([C:24]2[CH:29]=[CH:28][C:27]([Cl:30])=[CH:26][CH:25]=2)(=[O:23])=[O:22])[CH2:7][CH2:6]1)=[C:16]([F:18])[CH:15]=[CH:14][C:13]=3[F:19])[CH:2]=C.[O:31]=[O+][O-].[BH4-].[Na+]. Product: [Cl:30][C:27]1[CH:26]=[CH:25][C:24]([S:21]([C:8]23[CH2:7][CH2:6][CH:5]([O:4][CH2:1][CH2:2][OH:31])[CH2:20][CH:9]2[CH2:10][O:11][C:12]2[C:17]3=[C:16]([F:18])[CH:15]=[CH:14][C:13]=2[F:19])(=[O:23])=[O:22])=[CH:29][CH:28]=1. The catalyst class is: 100. (3) The catalyst class is: 27. Product: [Cl:16][CH2:15][C:9]([CH:6]1[CH2:7][CH2:8][C:3]([O:2][CH3:1])([CH3:12])[CH2:4][CH2:5]1)=[O:10]. Reactant: [CH3:1][O:2][C:3]1([CH3:12])[CH2:8][CH2:7][CH:6]([C:9](Cl)=[O:10])[CH2:5][CH2:4]1.[N+](=[CH2:15])=[N-].[ClH:16]. (4) Reactant: [N+:1]([C:4]1[CH:9]=[CH:8][C:7]([C:10]([F:13])([F:12])[F:11])=[CH:6][CH:5]=1)([O-:3])=[O:2].ClC1C=CC(O[CH2:20][C:21]#[N:22])=CC=1.CC(C)([O-])C.[K+].Cl. Product: [N+:1]([C:4]1[CH:5]=[CH:6][C:7]([C:10]([F:11])([F:12])[F:13])=[CH:8][C:9]=1[CH2:20][C:21]#[N:22])([O-:3])=[O:2]. The catalyst class is: 3. (5) Reactant: [Br:1][C:2]1[CH:7]=[CH:6][CH:5]=[CH:4][C:3]=1[C:8]([CH3:17])([CH3:16])[CH2:9][CH:10]([OH:15])[C:11]([F:14])([F:13])[F:12].C(NC(C)C)(C)C.[Li].[Si:26](Cl)([C:29]([CH3:32])([CH3:31])[CH3:30])([CH3:28])[CH3:27]. Product: [Br:1][C:2]1[CH:7]=[CH:6][CH:5]=[CH:4][C:3]=1[C:8]([CH3:17])([CH3:16])[CH2:9][CH:10]([C:11]([F:13])([F:14])[F:12])[O:15][Si:26]([C:29]([CH3:32])([CH3:31])[CH3:30])([CH3:28])[CH3:27]. The catalyst class is: 1. (6) Reactant: Br[CH2:2][CH:3]1[CH:5]([CH3:6])[O:4]1.[NH2:7][CH:8]([C:15]1[CH:20]=[CH:19][CH:18]=[CH:17][CH:16]=1)[C:9]1[CH:14]=[CH:13][CH:12]=[CH:11][CH:10]=1. Product: [CH:8]([N:7]1[CH2:2][C@@H:3]([OH:4])[C@@H:5]1[CH3:6])([C:15]1[CH:16]=[CH:17][CH:18]=[CH:19][CH:20]=1)[C:9]1[CH:14]=[CH:13][CH:12]=[CH:11][CH:10]=1. The catalyst class is: 5. (7) Reactant: [CH2:1]([NH2:4])[CH2:2][CH3:3].C(N(CC)CC)C.[Br:12][C:13]1[CH:14]=[C:15]([CH:19]=[CH:20][CH:21]=1)[C:16](Cl)=[O:17].C(=O)(O)[O-].[Na+]. Product: [Br:12][C:13]1[CH:14]=[C:15]([CH:19]=[CH:20][CH:21]=1)[C:16]([NH:4][CH2:1][CH2:2][CH3:3])=[O:17]. The catalyst class is: 2.